This data is from Catalyst prediction with 721,799 reactions and 888 catalyst types from USPTO. The task is: Predict which catalyst facilitates the given reaction. (1) Reactant: [F:1][C:2]1[CH:3]=[CH:4][C:5]([O:15][C:16]([F:19])([F:18])[F:17])=[C:6]2[C:10]=1[N:9]([CH2:11][CH2:12][O:13][CH3:14])[CH:8]=[CH:7]2.[C:20](O[C:20]([C:22]([F:25])([F:24])[F:23])=[O:21])([C:22]([F:25])([F:24])[F:23])=[O:21]. Product: [F:23][C:22]([F:25])([F:24])[C:20]([C:7]1[C:6]2[C:10](=[C:2]([F:1])[CH:3]=[CH:4][C:5]=2[O:15][C:16]([F:19])([F:17])[F:18])[N:9]([CH2:11][CH2:12][O:13][CH3:14])[CH:8]=1)=[O:21]. The catalyst class is: 3. (2) Reactant: [C:1]1([C:7]2[N:11]=[C:10]([N:12]3[CH2:17][CH2:16][NH:15][CH2:14][CH2:13]3)[S:9][N:8]=2)[CH:6]=[CH:5][CH:4]=[CH:3][CH:2]=1.C(N(CC)CC)C.[CH3:25][C:26]1[CH:27]=[C:28]([N:32]=[C:33]=[O:34])[CH:29]=[CH:30][CH:31]=1. Product: [CH3:25][C:26]1[CH:27]=[C:28]([NH:32][C:33]([N:15]2[CH2:16][CH2:17][N:12]([C:10]3[S:9][N:8]=[C:7]([C:1]4[CH:2]=[CH:3][CH:4]=[CH:5][CH:6]=4)[N:11]=3)[CH2:13][CH2:14]2)=[O:34])[CH:29]=[CH:30][CH:31]=1. The catalyst class is: 7. (3) Reactant: [O:1]=[C:2]1[C:11]2[C:6](=[CH:7][CH:8]=[CH:9][CH:10]=2)[NH:5][CH:4]=[C:3]1[C:12]([O:14]CC)=[O:13].[OH-].[Na+].Cl. Product: [O:1]=[C:2]1[C:11]2[C:6](=[CH:7][CH:8]=[CH:9][CH:10]=2)[NH:5][CH:4]=[C:3]1[C:12]([OH:14])=[O:13]. The catalyst class is: 8. (4) Reactant: Br[CH2:2][CH2:3][CH2:4][C:5]([NH:7][CH:8]1[CH2:13][CH2:12][N:11]([C:14]2[S:18][N:17]=[C:16]([CH:19]([CH3:21])[CH3:20])[N:15]=2)[CH2:10][CH2:9]1)=[O:6].[H-].[Na+]. Product: [CH:19]([C:16]1[N:15]=[C:14]([N:11]2[CH2:12][CH2:13][CH:8]([N:7]3[CH2:2][CH2:3][CH2:4][C:5]3=[O:6])[CH2:9][CH2:10]2)[S:18][N:17]=1)([CH3:21])[CH3:20]. The catalyst class is: 3. (5) Reactant: [O:1]([CH2:19][CH2:20][C:21]1([C:27]23C=CC=CC2C([NH:31][C:32]3=O)=O)[CH2:26][CH2:25][CH2:24][CH2:23][CH2:22]1)[Si:2]([C:15]([CH3:18])([CH3:17])[CH3:16])([C:9]1[CH:14]=[CH:13][CH:12]=[CH:11][CH:10]=1)[C:3]1[CH:8]=[CH:7][CH:6]=[CH:5][CH:4]=1.O.NN.C(OCC)C. Product: [O:1]([CH2:19][CH2:20][C:21]1([CH2:27][CH2:32][NH2:31])[CH2:22][CH2:23][CH2:24][CH2:25][CH2:26]1)[Si:2]([C:15]([CH3:17])([CH3:18])[CH3:16])([C:9]1[CH:10]=[CH:11][CH:12]=[CH:13][CH:14]=1)[C:3]1[CH:8]=[CH:7][CH:6]=[CH:5][CH:4]=1. The catalyst class is: 8. (6) Reactant: [Cl:1][C:2]1[CH:3]=[C:4]([C:12]([OH:14])=O)[CH:5]=[N:6][C:7]=1[O:8][CH:9]([CH3:11])[CH3:10].CN(C(ON1N=NC2C=CC=NC1=2)=[N+](C)C)C.F[P-](F)(F)(F)(F)F.CCN(C(C)C)C(C)C.[F:48][C:49]1[CH:57]=[C:56]2[C:52]([CH:53]=[N:54][NH:55]2)=[CH:51][C:50]=1[C:58](=[NH:61])[NH:59]O. The catalyst class is: 3. Product: [Cl:1][C:2]1[CH:3]=[C:4]([C:12]2[O:14][N:61]=[C:58]([C:50]3[CH:51]=[C:52]4[C:56](=[CH:57][C:49]=3[F:48])[NH:55][N:54]=[CH:53]4)[N:59]=2)[CH:5]=[N:6][C:7]=1[O:8][CH:9]([CH3:10])[CH3:11]. (7) Reactant: [F:1][C:2]1[C:7]([S:8][CH3:9])=[CH:6][CH:5]=[CH:4][C:3]=1[C:10]1[CH2:11][CH2:12][NH:13][CH2:14][CH:15]=1.C(N(CC)CC)C.Cl[C:24]([O:26][CH3:27])=[O:25]. Product: [F:1][C:2]1[C:7]([S:8][CH3:9])=[CH:6][CH:5]=[CH:4][C:3]=1[C:10]1[CH2:15][CH2:14][N:13]([C:24]([O:26][CH3:27])=[O:25])[CH2:12][CH:11]=1. The catalyst class is: 2.